Dataset: Reaction yield outcomes from USPTO patents with 853,638 reactions. Task: Predict the reaction yield, written as a fraction of the theoretical maximum amount of product (1.0 means a 100% yield; for example, 0.34 means a 34% yield). (1) The reactants are [F:1][C:2]([F:30])([F:29])[C:3]1[CH:8]=[CH:7][C:6]([O:9][C:10](=[O:28])[N:11]([CH2:13][CH2:14][C@H:15]2[CH2:20][CH2:19][C@H:18]([CH2:21][N:22]([CH2:26][CH3:27])[CH2:23][CH2:24][OH:25])[CH2:17][CH2:16]2)[CH3:12])=[CH:5][CH:4]=1.C1(=O)OC(=[O:35])C2=CC=CC=C12.OO.NC(N)=O.C([O-])(O)=O.[Na+]. The catalyst is C(Cl)Cl.CCOCC.O. The product is [CH2:26]([N+:22]([CH2:23][CH2:24][OH:25])([CH2:21][C@H:18]1[CH2:19][CH2:20][C@H:15]([CH2:14][CH2:13][N:11]([CH3:12])[C:10]([O:9][C:6]2[CH:7]=[CH:8][C:3]([C:2]([F:29])([F:30])[F:1])=[CH:4][CH:5]=2)=[O:28])[CH2:16][CH2:17]1)[O-:35])[CH3:27]. The yield is 0.620. (2) The reactants are [CH3:1][C:2]1[N:7]=[C:6]([N:8]2[CH2:13][CH2:12][NH:11][CH2:10][CH2:9]2)[CH:5]=[C:4]([C:14]([F:17])([F:16])[F:15])[CH:3]=1.[C:18]([O:22][C:23]([NH:25][C@@H:26]1[CH2:30][CH2:29][C@:28]([CH:34]([CH3:36])[CH3:35])([C:31](O)=[O:32])[CH2:27]1)=[O:24])([CH3:21])([CH3:20])[CH3:19].F[P-](F)(F)(F)(F)F.N1(O[P+](N(C)C)(N(C)C)N(C)C)C2C=CC=CC=2N=N1.C(N(CC)CC)C. The catalyst is C(Cl)Cl. The product is [C:18]([O:22][C:23](=[O:24])[NH:25][C@@H:26]1[CH2:30][CH2:29][C@:28]([CH:34]([CH3:35])[CH3:36])([C:31]([N:11]2[CH2:12][CH2:13][N:8]([C:6]3[CH:5]=[C:4]([C:14]([F:17])([F:15])[F:16])[CH:3]=[C:2]([CH3:1])[N:7]=3)[CH2:9][CH2:10]2)=[O:32])[CH2:27]1)([CH3:21])([CH3:20])[CH3:19]. The yield is 0.351. (3) The reactants are [CH3:1][O:2][C:3]1[CH:4]=[C:5]([C:11]2[CH:12]=[CH:13][C:14]3[N:15]=[CH:16][NH:17][C:18](=O)[C:19]=3[N:20]=2)[CH:6]=[CH:7][C:8]=1[O:9][CH3:10].P(Cl)(Cl)([Cl:24])=O.N1C(C)=CC=CC=1C. The catalyst is C1(C)C=CC=CC=1. The product is [Cl:24][C:18]1[C:19]2[N:20]=[C:11]([C:5]3[CH:6]=[CH:7][C:8]([O:9][CH3:10])=[C:3]([O:2][CH3:1])[CH:4]=3)[CH:12]=[CH:13][C:14]=2[N:15]=[CH:16][N:17]=1. The yield is 0.770. (4) The reactants are C([N:8]1[CH2:14][C:13]2[N:15]=[C:16]([Cl:24])[C:17]([N:19]([CH3:23])[CH:20]([CH3:22])[CH3:21])=[N:18][C:12]=2[O:11][CH2:10][CH2:9]1)C1C=CC=CC=1.ClC(OC(Cl)C)=O. The catalyst is C1(C)C=CC=CC=1. The product is [ClH:24].[Cl:24][C:16]1[C:17]([N:19]([CH3:23])[CH:20]([CH3:21])[CH3:22])=[N:18][C:12]2[O:11][CH2:10][CH2:9][NH:8][CH2:14][C:13]=2[N:15]=1. The yield is 0.600. (5) The reactants are [NH2:1][C:2]1[CH:10]=[CH:9][CH:8]=[C:7]2[C:3]=1[C:4](=[O:20])[N:5]([CH:12]1[CH2:17][CH2:16][C:15](=[O:18])[NH:14][C:13]1=[O:19])[C:6]2=[O:11].[N+:21]([C:24]1[CH:32]=[CH:31][C:27]([C:28](Cl)=[O:29])=[CH:26][CH:25]=1)([O-:23])=[O:22].CO. The catalyst is C1COCC1. The product is [O:19]=[C:13]1[CH:12]([N:5]2[C:4](=[O:20])[C:3]3[C:7](=[CH:8][CH:9]=[CH:10][C:2]=3[NH:1][C:28](=[O:29])[C:27]3[CH:26]=[CH:25][C:24]([N+:21]([O-:23])=[O:22])=[CH:32][CH:31]=3)[C:6]2=[O:11])[CH2:17][CH2:16][C:15](=[O:18])[NH:14]1. The yield is 0.730. (6) The reactants are [CH3:1][C:2]([OH:15])([CH3:14])[CH:3]([OH:13])[CH2:4][N:5]1[CH:9]=[CH:8][C:7]([N+:10]([O-:12])=[O:11])=[N:6]1.CO[C:18](OC)([CH3:20])[CH3:19].C1(C)C=CC(S(O)(=O)=O)=CC=1. The catalyst is CC(C)=O.C(OCC)(=O)C. The product is [N+:10]([C:7]1[CH:8]=[CH:9][N:5]([CH2:4][CH:3]2[C:2]([CH3:1])([CH3:14])[O:15][C:18]([CH3:20])([CH3:19])[O:13]2)[N:6]=1)([O-:12])=[O:11]. The yield is 0.870. (7) The reactants are C(=O)([O-])[O-].[K+].[K+].[NH2:7][C:8]1[C:21]([Cl:22])=[CH:20][C:19]([Cl:23])=[CH:18][C:9]=1[C:10]([N:12]=[S:13]([CH2:16][CH3:17])[CH2:14][CH3:15])=[O:11].[Cl:24][C:25]1[C:26]([N:31]2[C:35]([C:36](Cl)=[O:37])=[CH:34][C:33]([C:39]([F:42])([F:41])[F:40])=[N:32]2)=[N:27][CH:28]=[CH:29][CH:30]=1. The catalyst is C(#N)C. The product is [Cl:24][C:25]1[C:26]([N:31]2[C:35]([C:36]([NH:7][C:8]3[C:9]([C:10](=[O:11])[N:12]=[S:13]([CH2:14][CH3:15])[CH2:16][CH3:17])=[CH:18][C:19]([Cl:23])=[CH:20][C:21]=3[Cl:22])=[O:37])=[CH:34][C:33]([C:39]([F:42])([F:40])[F:41])=[N:32]2)=[N:27][CH:28]=[CH:29][CH:30]=1. The yield is 0.880.